This data is from NCI-60 drug combinations with 297,098 pairs across 59 cell lines. The task is: Regression. Given two drug SMILES strings and cell line genomic features, predict the synergy score measuring deviation from expected non-interaction effect. Drug 1: C1=CC(=CC=C1CCCC(=O)O)N(CCCl)CCCl. Drug 2: CC1=CC=C(C=C1)C2=CC(=NN2C3=CC=C(C=C3)S(=O)(=O)N)C(F)(F)F. Cell line: HS 578T. Synergy scores: CSS=3.72, Synergy_ZIP=-5.29, Synergy_Bliss=-6.73, Synergy_Loewe=-9.82, Synergy_HSA=-8.16.